Dataset: NCI-60 drug combinations with 297,098 pairs across 59 cell lines. Task: Regression. Given two drug SMILES strings and cell line genomic features, predict the synergy score measuring deviation from expected non-interaction effect. (1) Drug 1: C1=C(C(=O)NC(=O)N1)N(CCCl)CCCl. Drug 2: CN1C(=O)N2C=NC(=C2N=N1)C(=O)N. Cell line: KM12. Synergy scores: CSS=13.1, Synergy_ZIP=-1.71, Synergy_Bliss=-0.199, Synergy_Loewe=-3.03, Synergy_HSA=-1.24. (2) Drug 1: COC1=C(C=C2C(=C1)N=CN=C2NC3=CC(=C(C=C3)F)Cl)OCCCN4CCOCC4. Drug 2: C1=CC(=CC=C1CC(C(=O)O)N)N(CCCl)CCCl.Cl. Cell line: NCIH23. Synergy scores: CSS=29.1, Synergy_ZIP=-4.04, Synergy_Bliss=0.452, Synergy_Loewe=0.813, Synergy_HSA=1.53. (3) Drug 1: CC12CCC(CC1=CCC3C2CCC4(C3CC=C4C5=CN=CC=C5)C)O. Drug 2: CC1=CC=C(C=C1)C2=CC(=NN2C3=CC=C(C=C3)S(=O)(=O)N)C(F)(F)F. Cell line: UACC-257. Synergy scores: CSS=2.16, Synergy_ZIP=-0.518, Synergy_Bliss=1.24, Synergy_Loewe=-0.754, Synergy_HSA=0.588. (4) Drug 1: CC1=C(C=C(C=C1)NC(=O)C2=CC=C(C=C2)CN3CCN(CC3)C)NC4=NC=CC(=N4)C5=CN=CC=C5. Drug 2: CC1C(C(CC(O1)OC2CC(CC3=C2C(=C4C(=C3O)C(=O)C5=C(C4=O)C(=CC=C5)OC)O)(C(=O)CO)O)N)O.Cl. Cell line: SF-539. Synergy scores: CSS=42.3, Synergy_ZIP=-0.497, Synergy_Bliss=1.10, Synergy_Loewe=-0.771, Synergy_HSA=4.17. (5) Drug 1: C1CCN(CC1)CCOC2=CC=C(C=C2)C(=O)C3=C(SC4=C3C=CC(=C4)O)C5=CC=C(C=C5)O. Drug 2: C1CC(C1)(C(=O)O)C(=O)O.[NH2-].[NH2-].[Pt+2]. Cell line: CAKI-1. Synergy scores: CSS=32.3, Synergy_ZIP=-9.21, Synergy_Bliss=-0.715, Synergy_Loewe=0.157, Synergy_HSA=0.370. (6) Drug 2: C1C(C(OC1N2C=NC(=NC2=O)N)CO)O. Synergy scores: CSS=13.3, Synergy_ZIP=-4.86, Synergy_Bliss=1.49, Synergy_Loewe=-19.8, Synergy_HSA=1.55. Drug 1: CCCCCOC(=O)NC1=NC(=O)N(C=C1F)C2C(C(C(O2)C)O)O. Cell line: BT-549. (7) Drug 1: CN1CCC(CC1)COC2=C(C=C3C(=C2)N=CN=C3NC4=C(C=C(C=C4)Br)F)OC. Cell line: OVCAR3. Drug 2: CC1=CC=C(C=C1)C2=CC(=NN2C3=CC=C(C=C3)S(=O)(=O)N)C(F)(F)F. Synergy scores: CSS=16.0, Synergy_ZIP=-4.53, Synergy_Bliss=5.15, Synergy_Loewe=-6.27, Synergy_HSA=6.30. (8) Drug 1: CCCS(=O)(=O)NC1=C(C(=C(C=C1)F)C(=O)C2=CNC3=C2C=C(C=N3)C4=CC=C(C=C4)Cl)F. Drug 2: CC1=C(C=C(C=C1)C(=O)NC2=CC(=CC(=C2)C(F)(F)F)N3C=C(N=C3)C)NC4=NC=CC(=N4)C5=CN=CC=C5. Cell line: SK-MEL-28. Synergy scores: CSS=39.8, Synergy_ZIP=6.53, Synergy_Bliss=7.01, Synergy_Loewe=-2.68, Synergy_HSA=4.40.